From a dataset of NCI-60 drug combinations with 297,098 pairs across 59 cell lines. Regression. Given two drug SMILES strings and cell line genomic features, predict the synergy score measuring deviation from expected non-interaction effect. Drug 1: CC1=C(C(CCC1)(C)C)C=CC(=CC=CC(=CC(=O)O)C)C. Drug 2: CC1=C(C(=CC=C1)Cl)NC(=O)C2=CN=C(S2)NC3=CC(=NC(=N3)C)N4CCN(CC4)CCO. Cell line: A498. Synergy scores: CSS=2.59, Synergy_ZIP=-1.78, Synergy_Bliss=-1.72, Synergy_Loewe=-4.51, Synergy_HSA=-2.78.